From a dataset of Forward reaction prediction with 1.9M reactions from USPTO patents (1976-2016). Predict the product of the given reaction. (1) Given the reactants Cl[C:2]1([C:8]([O:10][CH3:11])=[O:9])[C:6](=[O:7])[CH:5]=[CH:4][S:3]1.C(O)(=O)C.[N:16]1[C:20]2[CH:21]=[CH:22][CH:23]=[CH:24][C:19]=2[NH:18][CH:17]=1, predict the reaction product. The product is: [N:16]1([C:4]2[S:3][C:2]([C:8]([O:10][CH3:11])=[O:9])=[C:6]([OH:7])[CH:5]=2)[C:20]2[CH:21]=[CH:22][CH:23]=[CH:24][C:19]=2[N:18]=[CH:17]1. (2) Given the reactants O[CH2:2][CH2:3][C:4]1[CH:11]=[CH:10][C:7]([C:8]#[N:9])=[CH:6][CH:5]=1.CCN(CC)CC.CS(Cl)(=O)=O.[N-:24]=[N+:25]=[N-:26].[Na+], predict the reaction product. The product is: [N:24]([CH2:2][CH2:3][C:4]1[CH:11]=[CH:10][C:7]([C:8]#[N:9])=[CH:6][CH:5]=1)=[N+:25]=[N-:26].